This data is from Full USPTO retrosynthesis dataset with 1.9M reactions from patents (1976-2016). The task is: Predict the reactants needed to synthesize the given product. (1) The reactants are: [Br:1][C:2]1[CH:8]=[CH:7][C:5](N)=[C:4]([C:9]2[CH2:13][CH2:12][O:11][N:10]=2)[C:3]=1[CH3:14].[CH3:15][S:16]SC.N(OCCCC)=O.Cl. Given the product [Br:1][C:2]1[C:3]([CH3:14])=[C:4]([C:9]2[CH2:13][CH2:12][O:11][N:10]=2)[C:5]([S:16][CH3:15])=[CH:7][CH:8]=1, predict the reactants needed to synthesize it. (2) Given the product [CH:14]1([C:12]([C:6]2[CH:7]=[N:8][C:9]3[C:4]([C:5]=2[N:17]2[CH2:22][CH2:21][CH:20]([CH2:23][N:24]4[CH2:28][CH2:27][CH2:26][CH2:25]4)[CH2:19][CH2:18]2)=[CH:3][C:2]([C:34]2[CH:33]=[C:32]([O:45][CH3:46])[C:31]([OH:47])=[C:30]([F:29])[CH:35]=2)=[CH:11][CH:10]=3)=[O:13])[CH2:15][CH2:16]1, predict the reactants needed to synthesize it. The reactants are: Br[C:2]1[CH:3]=[C:4]2[C:9](=[CH:10][CH:11]=1)[N:8]=[CH:7][C:6]([C:12]([CH:14]1[CH2:16][CH2:15]1)=[O:13])=[C:5]2[N:17]1[CH2:22][CH2:21][CH:20]([CH2:23][N:24]2[CH2:28][CH2:27][CH2:26][CH2:25]2)[CH2:19][CH2:18]1.[F:29][C:30]1[CH:35]=[C:34](B2OC(C)(C)C(C)(C)O2)[CH:33]=[C:32]([O:45][CH3:46])[C:31]=1[OH:47]. (3) The reactants are: [NH:1]1[CH2:5][CH2:4][CH2:3][CH:2]1[CH2:6][NH2:7].[N:8]1([C:19]([O:21][C:22]([CH3:25])([CH3:24])[CH3:23])=[O:20])[CH2:13][CH2:12][CH2:11][CH:10]([C:14](OCC)=O)[CH2:9]1.C[Al](C)C.O. Given the product [CH2:6]1[N:7]=[C:14]([CH:10]2[CH2:11][CH2:12][CH2:13][N:8]([C:19]([O:21][C:22]([CH3:23])([CH3:25])[CH3:24])=[O:20])[CH2:9]2)[N:1]2[CH2:5][CH2:4][CH2:3][CH:2]12, predict the reactants needed to synthesize it.